Dataset: Experimentally validated miRNA-target interactions with 360,000+ pairs, plus equal number of negative samples. Task: Binary Classification. Given a miRNA mature sequence and a target amino acid sequence, predict their likelihood of interaction. (1) The miRNA is hsa-miR-4259 with sequence CAGUUGGGUCUAGGGGUCAGGA. The protein sequence of the target gene is MGTKGLPLYPDPCRAPGTKTQNTLASDSLAREGPSSNSSFHSSEEEGTDLEGDMLDCSGSRPLLESEEEDENCRPLQEKLGEAALFSESGVCTEPEERGQGGKKSQFLPINQRASDDLGEPDVFATAPFRSSLVPADDVDIFSKAPFVSKGSVAPSQMDEVDVFSRAPFTKKRSMEEFLAVQGSSQDLPMQANLSQSNEGPLLAGRDRAIYTPAQAQYPMTGFAPQAGLPSHSVQVADHFDGNSPRGSPMSSGGHPVDRNRGLQPQKEAFSGPAAGKPFHPQALSKYSRHYSPEDELSAE.... Result: 0 (no interaction). (2) The miRNA is mmu-miR-3102-3p with sequence GAGCACCCCAUUGGCUACCCACA. The protein sequence of the target gene is MAPLAEVGGFLGGLEGLGQQVGSHFLLPPAGERPPLLGERRSAAERSARGGPGAAQLAHLHGILRRRQLYCRTGFHLQILPDGSVQGTRQDHSLFGILEFISVAVGLVSIRGVDSGLYLGMNDKGELYGSEKLTSECIFREQFEENWYNTYSSNIYKHGDTGRRYFVALNKDGTPRDGARSKRHQKFTHFLPRPVDPERVPELYKDLLMYT. Result: 0 (no interaction).